Dataset: Retrosynthesis with 50K atom-mapped reactions and 10 reaction types from USPTO. Task: Predict the reactants needed to synthesize the given product. (1) Given the product O=C(O)C1CNCCN1C(=O)N(c1ccccc1)c1ccccc1, predict the reactants needed to synthesize it. The reactants are: O=C(O)C1CN(C(=O)OCc2ccccc2)CCN1C(=O)N(c1ccccc1)c1ccccc1. (2) Given the product O=C(N[C@@H]1Cc2ccccc2[C@H]1CN1CCSCC1)c1cc2cc(Cl)sc2[nH]1, predict the reactants needed to synthesize it. The reactants are: C1CSCCN1.CS(=O)(=O)OC[C@@H]1c2ccccc2C[C@H]1NC(=O)c1cc2cc(Cl)sc2[nH]1. (3) Given the product Cc1cc(Br)ccc1C(=O)Nc1cc(C(F)(F)F)ccn1, predict the reactants needed to synthesize it. The reactants are: Cc1cc(Br)ccc1C(=O)O.Nc1cc(C(F)(F)F)ccn1. (4) Given the product Cc1c(C(=O)O)n(-c2ccccc2)c2cc(Cl)ccc2c1=O, predict the reactants needed to synthesize it. The reactants are: COC(=O)c1c(C)c(=O)c2ccc(Cl)cc2n1-c1ccccc1. (5) Given the product [N-]=[N+]=NCCc1ccccc1[N+](=O)[O-], predict the reactants needed to synthesize it. The reactants are: O=[N+]([O-])c1ccccc1CCBr.[N-]=[N+]=[N-].